From a dataset of Full USPTO retrosynthesis dataset with 1.9M reactions from patents (1976-2016). Predict the reactants needed to synthesize the given product. Given the product [CH3:57][O:58][C:59]1[CH:60]=[C:61]([C:67]2[CH2:68][C:69]([CH3:81])([CH3:80])[C:70](=[O:79])[N:71]([CH:73]3[CH2:74][CH2:75][N:76]([C:11](=[O:13])[CH2:10][C@H:9]([NH:8][C:6](=[O:7])[O:5][C:1]([CH3:2])([CH3:3])[CH3:4])[CH2:14][C:15]4[CH:20]=[CH:19][CH:18]=[CH:17][CH:16]=4)[CH2:77][CH2:78]3)[N:72]=2)[CH:62]=[CH:63][C:64]=1[O:65][CH3:66], predict the reactants needed to synthesize it. The reactants are: [C:1]([O:5][C:6]([NH:8][C@H:9]([CH2:14][C:15]1[CH:20]=[CH:19][CH:18]=[CH:17][CH:16]=1)[CH2:10][C:11]([OH:13])=O)=[O:7])([CH3:4])([CH3:3])[CH3:2].CCN(C(C)C)C(C)C.CCOC(C(C#N)=NOC(N1CCOCC1)=[N+](C)C)=O.F[P-](F)(F)(F)(F)F.[CH3:57][O:58][C:59]1[CH:60]=[C:61]([C:67]2[CH2:68][C:69]([CH3:81])([CH3:80])[C:70](=[O:79])[N:71]([CH:73]3[CH2:78][CH2:77][NH:76][CH2:75][CH2:74]3)[N:72]=2)[CH:62]=[CH:63][C:64]=1[O:65][CH3:66].C(=O)(O)[O-].[Na+].